From a dataset of Forward reaction prediction with 1.9M reactions from USPTO patents (1976-2016). Predict the product of the given reaction. (1) Given the reactants [N+]([C:4]1[NH:5][CH:6]=[C:7]([N+:9]([O-:11])=[O:10])[N:8]=1)([O-])=O.[C:12]([O:16][CH2:17][CH:18]1[CH2:20][O:19]1)([CH3:15])([CH3:14])[CH3:13].C([O-])(=O)C.[Na+], predict the reaction product. The product is: [C:12]([O:16][CH2:17][CH:18]1[O:19][C:4]2=[N:8][C:7]([N+:9]([O-:11])=[O:10])=[CH:6][N:5]2[CH2:20]1)([CH3:15])([CH3:14])[CH3:13]. (2) The product is: [C:14]([N:18]1[C:2]([NH2:1])=[CH:3][C:4]([C:5]([F:6])([F:7])[F:8])=[N:19]1)([CH3:17])([CH3:16])[CH3:15]. Given the reactants [NH2:1]/[C:2](/OCC)=[CH:3]\[C:4](=O)[C:5]([F:8])([F:7])[F:6].Cl.[C:14]([NH:18][NH2:19])([CH3:17])([CH3:16])[CH3:15].C([O-])(=O)C.[Na+], predict the reaction product.